From a dataset of Full USPTO retrosynthesis dataset with 1.9M reactions from patents (1976-2016). Predict the reactants needed to synthesize the given product. (1) The reactants are: [N+:1]([C:4]1[C:5]([NH:13][C@H:14]2[CH2:19][CH2:18][C@H:17]([OH:20])[CH2:16][CH2:15]2)=[C:6]2[S:12][CH:11]=[CH:10][C:7]2=[N:8][CH:9]=1)([O-:3])=[O:2].C(N(CC)C(C)C)(C)C.[CH3:30][S:31](Cl)(=[O:33])=[O:32]. Given the product [CH3:30][S:31]([O:20][C@H:17]1[CH2:18][CH2:19][C@H:14]([NH:13][C:5]2[C:4]([N+:1]([O-:3])=[O:2])=[CH:9][N:8]=[C:7]3[CH:10]=[CH:11][S:12][C:6]=23)[CH2:15][CH2:16]1)(=[O:33])=[O:32], predict the reactants needed to synthesize it. (2) Given the product [N:4]1[NH:3][CH:2]=[C:6]2[C:5]=1[C:14]1[CH:13]=[CH:12][C:11]([C:15]#[N:16])=[CH:10][C:9]=1[CH:8]=[N:7]2, predict the reactants needed to synthesize it. The reactants are: Br[C:2]1[C:6]2[N:7]=[C:8](C3C(F)=CC=CC=3F)[C:9]3[CH:10]=[C:11]([C:15]#[N:16])[CH:12]=[CH:13][C:14]=3[C:5]=2[N:4](COCC[Si](C)(C)C)[N:3]=1.